This data is from Full USPTO retrosynthesis dataset with 1.9M reactions from patents (1976-2016). The task is: Predict the reactants needed to synthesize the given product. (1) The reactants are: [C:1]([O:5][CH3:6])(=[O:4])[CH:2]=[CH2:3].C1(P(C(C)(C)C)C(C)(C)C)C=CC=CC=1.[F:22][C:23]([F:36])([F:35])[C:24]1[CH:25]=[C:26](Cl)[CH:27]=[C:28]([C:30]([F:33])([F:32])[F:31])[CH:29]=1.C1(C(N)C2CCCCC2)CCCCC1. Given the product [F:22][C:23]([F:35])([F:36])[C:24]1[CH:25]=[C:26]([CH:27]=[C:28]([C:30]([F:31])([F:32])[F:33])[CH:29]=1)[CH:3]=[CH:2][C:1]([O:5][CH3:6])=[O:4], predict the reactants needed to synthesize it. (2) Given the product [K+:27].[F:1][C:2]([F:12])([F:11])[C:3](=[N:18][C@H:17]([C:16]([O-:22])=[O:15])[CH:19]([CH3:21])[CH3:20])[C:5]1[CH:10]=[CH:9][CH:8]=[CH:7][CH:6]=1, predict the reactants needed to synthesize it. The reactants are: [F:1][C:2]([F:12])([F:11])[C:3]([C:5]1[CH:10]=[CH:9][CH:8]=[CH:7][CH:6]=1)=O.C([O:15][C:16](=[O:22])[C@H:17]([CH:19]([CH3:21])[CH3:20])[NH2:18])C.C([O-])([O-])=O.[K+:27].[K+]. (3) Given the product [N+:1]([C:4]1[CH:5]=[C:6]([CH:13]=[C:14]([C:16]([F:17])([F:18])[F:19])[CH:15]=1)[CH2:7][NH:28][CH2:27][CH2:26][N:20]1[CH2:25][CH2:24][CH2:23][CH2:22][CH2:21]1)([O-:3])=[O:2], predict the reactants needed to synthesize it. The reactants are: [N+:1]([C:4]1[CH:5]=[C:6]([CH:13]=[C:14]([C:16]([F:19])([F:18])[F:17])[CH:15]=1)[CH2:7]CS([O-])(=O)=O)([O-:3])=[O:2].[N:20]1([CH2:26][CH2:27][NH2:28])[CH2:25][CH2:24][CH2:23][CH2:22][CH2:21]1. (4) Given the product [ClH:20].[CH2:2]([O:9][C:10]1[CH:19]=[C:18]2[C:13]([C:14]([NH:27][C:26]3[CH:28]=[CH:29][CH:30]=[C:24]([Cl:23])[C:25]=3[F:31])=[N:15][CH:16]=[N:17]2)=[CH:12][C:11]=1[O:21][CH3:22])[C:3]1[CH:8]=[CH:7][CH:6]=[CH:5][CH:4]=1, predict the reactants needed to synthesize it. The reactants are: Cl.[CH2:2]([O:9][C:10]1[CH:19]=[C:18]2[C:13]([C:14]([Cl:20])=[N:15][CH:16]=[N:17]2)=[CH:12][C:11]=1[O:21][CH3:22])[C:3]1[CH:8]=[CH:7][CH:6]=[CH:5][CH:4]=1.[Cl:23][C:24]1[C:25]([F:31])=[C:26]([CH:28]=[CH:29][CH:30]=1)[NH2:27]. (5) Given the product [CH3:1][O:2][C:3](=[O:24])[C:4]1[CH:9]=[CH:8][C:7]([NH:10][CH2:30][C:29]2[CH:32]=[CH:33][C:26]([Cl:25])=[CH:27][CH:28]=2)=[CH:6][C:5]=1[NH:11][C:12]([C:14]1[S:18][C:17]2[CH:19]=[CH:20][CH:21]=[CH:22][C:16]=2[C:15]=1[Cl:23])=[O:13], predict the reactants needed to synthesize it. The reactants are: [CH3:1][O:2][C:3](=[O:24])[C:4]1[CH:9]=[CH:8][C:7]([NH2:10])=[CH:6][C:5]=1[NH:11][C:12]([C:14]1[S:18][C:17]2[CH:19]=[CH:20][CH:21]=[CH:22][C:16]=2[C:15]=1[Cl:23])=[O:13].[Cl:25][C:26]1[CH:33]=[CH:32][C:29]([CH2:30]Br)=[CH:28][CH:27]=1.C(=O)([O-])[O-].[K+].[K+].